From a dataset of Reaction yield outcomes from USPTO patents with 853,638 reactions. Predict the reaction yield, written as a fraction of the theoretical maximum amount of product (1.0 means a 100% yield; for example, 0.34 means a 34% yield). (1) The reactants are [CH3:1][C:2]([CH2:16][CH2:17][CH:18]=[C:19]([CH3:21])[CH3:20])=[CH:3][CH2:4][O:5][C:6]1[CH:11]=[CH:10][C:9]([CH2:12][C:13](O)=[O:14])=[CH:8][CH:7]=1.C(N1C=CN=C1)(N1C=CN=C1)=O.[NH2:34][C:35]1[S:36][S:37][C:38](=[S:40])[N:39]=1.O. The catalyst is O1CCCC1. The product is [CH3:1][C:2]([CH2:16][CH2:17][CH:18]=[C:19]([CH3:21])[CH3:20])=[CH:3][CH2:4][O:5][C:6]1[CH:11]=[CH:10][C:9]([CH2:12][C:13]([NH:34][C:35]2[S:36][S:37][C:38](=[S:40])[N:39]=2)=[O:14])=[CH:8][CH:7]=1. The yield is 0.180. (2) The reactants are [Cl:1][C:2]1[CH:9]=[CH:8][C:5]([C:6]#[N:7])=[C:4](F)[CH:3]=1.[OH:11][C:12]1[C:13]([O:20][CH2:21][CH2:22][CH3:23])=[C:14]([CH:17]=[CH:18][CH:19]=1)[CH:15]=[O:16].C(=O)([O-])[O-].[Cs+].[Cs+].O. The catalyst is CN(C=O)C. The product is [Cl:1][C:2]1[CH:9]=[CH:8][C:5]([C:6]#[N:7])=[C:4]([O:11][C:12]2[CH:19]=[CH:18][CH:17]=[C:14]([CH:15]=[O:16])[C:13]=2[O:20][CH2:21][CH2:22][CH3:23])[CH:3]=1. The yield is 0.980. (3) The reactants are [CH:1]([C:3]1[CH:17]=[CH:16][C:6]([O:7][C:8]([CH3:15])([CH3:14])[C:9]([O:11]CC)=[O:10])=[CH:5][CH:4]=1)=[O:2].[OH-].[Na+].O1CCO[CH2:22][CH2:21]1. No catalyst specified. The product is [CH2:21]([CH2:15][C:8]([O:7][C:6]1[CH:5]=[CH:4][C:3]([CH:1]=[O:2])=[CH:17][CH:16]=1)([CH3:14])[C:9]([OH:11])=[O:10])[CH3:22]. The yield is 0.990. (4) The reactants are [F:1][C:2]1[CH:29]=[C:28]([F:30])[CH:27]=[CH:26][C:3]=1[CH2:4][O:5][C:6]1[N:7]=[C:8](SC)[N:9]([C:13]2[CH:14]=[C:15]([CH:20]=[CH:21][C:22]=2[CH3:23])[C:16]([O:18][CH3:19])=[O:17])[C:10](=[O:12])[CH:11]=1. The catalyst is CN(C)C(=O)C.[Ni]. The product is [F:1][C:2]1[CH:29]=[C:28]([F:30])[CH:27]=[CH:26][C:3]=1[CH2:4][O:5][C:6]1[N:7]=[CH:8][N:9]([C:13]2[CH:14]=[C:15]([CH:20]=[CH:21][C:22]=2[CH3:23])[C:16]([O:18][CH3:19])=[O:17])[C:10](=[O:12])[CH:11]=1. The yield is 0.810. (5) The reactants are [F:1][C:2]1[C:7]([CH:8]=[O:9])=[C:6]([I:10])[CH:5]=[CH:4][N:3]=1.CC(=CC)C.P([O-])([O-])([O-])=[O:17].[Na+].[Na+].[Na+].Cl([O-])=O.[Na+].Cl. The catalyst is C(O)(C)(C)C.O.ClCCl. The product is [F:1][C:2]1[N:3]=[CH:4][CH:5]=[C:6]([I:10])[C:7]=1[C:8]([OH:17])=[O:9]. The yield is 1.00.